Dataset: Forward reaction prediction with 1.9M reactions from USPTO patents (1976-2016). Task: Predict the product of the given reaction. (1) The product is: [Br:1][C:2]1[C:3]2[CH:11]=[CH:10][CH:9]=[C:8]([C:12]([CH3:14])=[CH2:13])[C:4]=2[S:5][C:6]=1[CH3:7]. Given the reactants [Br:1][C:2]1[C:3]2[CH:11]=[CH:10][CH:9]=[C:8]([C:12](O)([CH3:14])[CH3:13])[C:4]=2[S:5][C:6]=1[CH3:7].CCN(CC)CC.CS(Cl)(=O)=O, predict the reaction product. (2) Given the reactants [CH2:1]([O:3][CH2:4][C:5]#CCO)[CH3:2].C[C:10]([CH3:12])=[O:11].OS(O)(=O)=O.O=[Cr](=O)=O.C[C:23](C)=[O:24], predict the reaction product. The product is: [CH3:23][O:24][C:10](=[O:11])[C:12]#[C:2][CH2:1][O:3][CH2:4][CH3:5]. (3) Given the reactants [C:1]([C:5]1[CH:6]=[C:7]([CH:10]=[C:11]([F:13])[CH:12]=1)C=O)([CH3:4])([CH3:3])[CH3:2].C1(C)C(S(O)(=O)=O)=CC=CC=1.C(N(CC)CC)C.[CH:32](OC)([O:35][CH3:36])[O:33][CH3:34], predict the reaction product. The product is: [C:1]([C:5]1[CH:12]=[C:11]([F:13])[CH:10]=[C:7]([CH:32]([O:35][CH3:36])[O:33][CH3:34])[CH:6]=1)([CH3:4])([CH3:2])[CH3:3]. (4) Given the reactants Br[C:2]1[CH:3]=[C:4]([NH:8][C:9]2[C:13]3[CH2:14][N:15]([C:18](=[O:20])[CH3:19])[CH2:16][CH2:17][C:12]=3[N:11]([CH2:21][CH:22]3[CH2:24][CH2:23]3)[N:10]=2)[CH:5]=[CH:6][CH:7]=1.CC([O-])=O.[K+].ClCCl.[CH3:33][C:34]1([CH3:50])[C:38]([CH3:40])([CH3:39])[O:37][B:36]([B:36]2[O:37][C:38]([CH3:40])([CH3:39])[C:34]([CH3:50])([CH3:33])[O:35]2)[O:35]1, predict the reaction product. The product is: [CH:22]1([CH2:21][N:11]2[C:12]3[CH2:17][CH2:16][N:15]([C:18](=[O:20])[CH3:19])[CH2:14][C:13]=3[C:9]([NH:8][C:4]3[CH:5]=[CH:6][CH:7]=[C:2]([B:36]4[O:37][C:38]([CH3:40])([CH3:39])[C:34]([CH3:50])([CH3:33])[O:35]4)[CH:3]=3)=[N:10]2)[CH2:24][CH2:23]1. (5) Given the reactants [F:1][C:2]([F:19])([F:18])[C:3]([N:5]1[CH2:10][CH2:9][CH:8]([CH2:11][C:12]2[CH:17]=[CH:16][CH:15]=[CH:14][CH:13]=2)[CH2:7][CH2:6]1)=[O:4].[Cl:20][S:21](O)(=[O:23])=[O:22], predict the reaction product. The product is: [F:19][C:2]([F:1])([F:18])[C:3]([N:5]1[CH2:10][CH2:9][CH:8]([CH2:11][C:12]2[CH:13]=[CH:14][C:15]([S:21]([Cl:20])(=[O:23])=[O:22])=[CH:16][CH:17]=2)[CH2:7][CH2:6]1)=[O:4]. (6) Given the reactants Br[C:2]1[CH:7]=[CH:6][C:5]([N:8]2[CH2:13][CH2:12][O:11][C:10]3[CH:14]=[C:15]([S:18]([N:21](CC4C=CC(OC)=CC=4)[C:22]4[S:23][CH:24]=[CH:25][N:26]=4)(=[O:20])=[O:19])[CH:16]=[CH:17][C:9]2=3)=[C:4]([C:36]#[N:37])[CH:3]=1.[F:38][C:39]1[CH:44]=[CH:43][CH:42]=[CH:41][C:40]=1B(O)O.P([O-])([O-])([O-])=O.[K+].[K+].[K+].O, predict the reaction product. The product is: [C:36]([C:4]1[CH:3]=[C:2]([C:40]2[CH:41]=[CH:42][CH:43]=[CH:44][C:39]=2[F:38])[CH:7]=[CH:6][C:5]=1[N:8]1[CH2:13][CH2:12][O:11][C:10]2[CH:14]=[C:15]([S:18]([NH:21][C:22]3[S:23][CH:24]=[CH:25][N:26]=3)(=[O:19])=[O:20])[CH:16]=[CH:17][C:9]1=2)#[N:37]. (7) Given the reactants [Br:1][C:2]1[CH:7]=[CH:6][CH:5]=[CH:4][C:3]=1[CH2:8][CH2:9]Br.[S:11]([O-:14])([O-:13])=[O:12].[Na+:15].[Na+], predict the reaction product. The product is: [Br:1][C:2]1[CH:7]=[CH:6][CH:5]=[CH:4][C:3]=1[CH2:8][CH2:9][S:11]([O-:14])(=[O:13])=[O:12].[Na+:15].